This data is from Full USPTO retrosynthesis dataset with 1.9M reactions from patents (1976-2016). The task is: Predict the reactants needed to synthesize the given product. (1) Given the product [OH:2][C:3]1[N:8]=[CH:7][C:6]([CH:9]=[O:10])=[CH:5][CH:4]=1, predict the reactants needed to synthesize it. The reactants are: C[O:2][C:3]1[N:8]=[CH:7][C:6]([CH:9]=[O:10])=[CH:5][CH:4]=1. (2) Given the product [C:1]([O:5][C:6]([N:7]([CH2:8][C:9]1[N:13]=[C:12]([CH3:14])[N:11]([CH2:24][C:25]([O:27][CH2:28][C:29]2[CH:34]=[CH:33][CH:32]=[CH:31][CH:30]=2)=[O:26])[N:10]=1)[CH3:15])=[O:16])([CH3:4])([CH3:3])[CH3:2], predict the reactants needed to synthesize it. The reactants are: [C:1]([O:5][C:6](=[O:16])[N:7]([CH3:15])[CH2:8][C:9]1[N:13]=[C:12]([CH3:14])[NH:11][N:10]=1)([CH3:4])([CH3:3])[CH3:2].C([O-])([O-])=O.[Cs+].[Cs+].Br[CH2:24][C:25]([O:27][CH2:28][C:29]1[CH:34]=[CH:33][CH:32]=[CH:31][CH:30]=1)=[O:26]. (3) The reactants are: [F:1][C:2]([F:15])([F:14])[S:3]([O:6]S(C(F)(F)F)(=O)=O)(=[O:5])=[O:4].[CH3:16][O:17][C:18]1[CH:19]=[C:20](O)[CH:21]=[C:22]([CH3:24])[CH:23]=1.O. Given the product [F:1][C:2]([F:15])([F:14])[S:3]([O:6][C:20]1[CH:21]=[C:22]([CH3:24])[CH:23]=[C:18]([O:17][CH3:16])[CH:19]=1)(=[O:5])=[O:4], predict the reactants needed to synthesize it. (4) Given the product [Cl:12][C:13]1[N:18]=[C:17]([N:19]([CH3:39])[CH2:20][CH2:21][CH2:22][O:23][C:24]2[CH:25]=[C:26]3[C:30](=[CH:31][CH:32]=2)[C@H:29]([CH2:33][C:34]([O:36][CH2:37][CH3:38])=[O:35])[CH2:28][CH2:27]3)[C:16]([C:6]2[CH:7]=[CH:8][C:3]([O:2][CH3:1])=[CH:4][CH:5]=2)=[CH:15][N:14]=1, predict the reactants needed to synthesize it. The reactants are: [CH3:1][O:2][C:3]1[CH:8]=[CH:7][C:6](B(O)O)=[CH:5][CH:4]=1.[Cl:12][C:13]1[N:18]=[C:17]([N:19]([CH3:39])[CH2:20][CH2:21][CH2:22][O:23][C:24]2[CH:25]=[C:26]3[C:30](=[CH:31][CH:32]=2)[C@H:29]([CH2:33][C:34]([O:36][CH2:37][CH3:38])=[O:35])[CH2:28][CH2:27]3)[C:16](Cl)=[CH:15][N:14]=1.C(Cl)Cl.C([O-])([O-])=O.[Na+].[Na+]. (5) Given the product [CH2:14]([O:12][C:11]1[C:2]([Cl:1])=[CH:3][C:4]([C:5]([O:7][CH3:8])=[O:6])=[CH:9][C:10]=1[Cl:13])[C:15]1[CH:20]=[CH:19][CH:18]=[CH:17][CH:16]=1, predict the reactants needed to synthesize it. The reactants are: [Cl:1][C:2]1[CH:3]=[C:4]([CH:9]=[C:10]([Cl:13])[C:11]=1[OH:12])[C:5]([O:7][CH3:8])=[O:6].[CH2:14](Br)[C:15]1[CH:20]=[CH:19][CH:18]=[CH:17][CH:16]=1. (6) Given the product [NH2:1][C@@H:2]1[CH2:7][CH2:6][CH2:5][CH2:4][C@H:3]1[NH:8][C:10]1[CH:11]=[CH:12][C:13]2[C:19](=[O:20])[C:18]3[CH:21]=[CH:22][CH:23]=[CH:24][C:17]=3[CH2:16][O:15][C:14]=2[CH:25]=1, predict the reactants needed to synthesize it. The reactants are: [NH2:1][C@@H:2]1[CH2:7][CH2:6][CH2:5][CH2:4][C@H:3]1[NH2:8].F[C:10]1[CH:11]=[CH:12][C:13]2[C:19](=[O:20])[C:18]3[CH:21]=[CH:22][CH:23]=[CH:24][C:17]=3[CH2:16][O:15][C:14]=2[CH:25]=1. (7) Given the product [F:1][C:2]1[CH:3]=[CH:4][C:5]([C:8]2[C:13](/[CH:14]=[CH:30]/[C:25]([O:27][CH2:28][CH3:29])=[O:26])=[C:12]([CH:16]([CH3:18])[CH3:17])[N:11]=[C:10]([N:19]([CH3:24])[S:20]([CH3:23])(=[O:21])=[O:22])[N:9]=2)=[CH:6][CH:7]=1, predict the reactants needed to synthesize it. The reactants are: [F:1][C:2]1[CH:7]=[CH:6][C:5]([C:8]2[C:13]([CH:14]=O)=[C:12]([CH:16]([CH3:18])[CH3:17])[N:11]=[C:10]([N:19]([CH3:24])[S:20]([CH3:23])(=[O:22])=[O:21])[N:9]=2)=[CH:4][CH:3]=1.[C:25]([CH:30]=P(C1C=CC=CC=1)(C1C=CC=CC=1)C1C=CC=CC=1)([O:27][CH2:28][CH3:29])=[O:26].CCCCCC. (8) Given the product [Br:1][C:2]1[CH:7]=[CH:6][C:5]([NH:8][CH3:9])=[CH:4][CH:3]=1, predict the reactants needed to synthesize it. The reactants are: [Br:1][C:2]1[CH:7]=[CH:6][C:5]([NH2:8])=[CH:4][CH:3]=1.[C:9]([O-])([O-])=O.[K+].[K+].CI.O. (9) Given the product [Br:1][C:2]1[CH:10]=[CH:9][C:5]([C:6]([O:8][CH3:16])=[O:7])=[C:4]([CH3:11])[CH:3]=1, predict the reactants needed to synthesize it. The reactants are: [Br:1][C:2]1[CH:10]=[CH:9][C:5]([C:6]([OH:8])=[O:7])=[C:4]([CH3:11])[CH:3]=1.S(Cl)(Cl)=O.[C:16](OCC)(=O)C. (10) Given the product [CH:29]([N:32]([CH:33]([CH3:35])[CH3:34])[C:12](=[O:14])[C:11]1[CH:10]=[CH:9][C:8]([C:3]2[CH:4]=[CH:5][CH:6]=[CH:7][C:2]=2[CH3:1])=[CH:16][CH:15]=1)([CH3:31])[CH3:30], predict the reactants needed to synthesize it. The reactants are: [CH3:1][C:2]1[CH:7]=[CH:6][CH:5]=[CH:4][C:3]=1[C:8]1[CH:16]=[CH:15][C:11]([C:12]([OH:14])=O)=[CH:10][CH:9]=1.C(Cl)(=O)C(Cl)=O.C(=O)([O-])[O-].[K+].[K+].[CH:29]([NH:32][CH:33]([CH3:35])[CH3:34])([CH3:31])[CH3:30].